The task is: Predict the reactants needed to synthesize the given product.. This data is from Full USPTO retrosynthesis dataset with 1.9M reactions from patents (1976-2016). (1) Given the product [F:12][CH:11]([CH2:10][C:6]([F:9])([F:8])[F:7])[C:13]([OH:2])=[O:14], predict the reactants needed to synthesize it. The reactants are: I(O)(=O)(=O)=[O:2].[C:6]([CH2:10][CH:11]([CH2:13][OH:14])[F:12])([F:9])([F:8])[F:7]. (2) Given the product [CH2:3]([O:7][C:8]1[CH:13]=[C:12]([CH2:14][CH2:15][C:16]([OH:18])=[O:17])[CH:11]=[CH:10][C:9]=1[C:20]1[CH:25]=[CH:24][CH:23]=[C:22]([CH2:26][N:27]([C:29](=[O:38])[C:30]2[CH:35]=[CH:34][C:33]([O:36][CH3:37])=[CH:32][CH:31]=2)[CH3:28])[CH:21]=1)[CH2:4][CH2:5][CH3:6], predict the reactants needed to synthesize it. The reactants are: [OH-].[Na+].[CH2:3]([O:7][C:8]1[CH:13]=[C:12]([CH2:14][CH2:15][C:16]([O:18]C)=[O:17])[CH:11]=[CH:10][C:9]=1[C:20]1[CH:25]=[CH:24][CH:23]=[C:22]([CH2:26][N:27]([C:29](=[O:38])[C:30]2[CH:35]=[CH:34][C:33]([O:36][CH3:37])=[CH:32][CH:31]=2)[CH3:28])[CH:21]=1)[CH2:4][CH2:5][CH3:6]. (3) Given the product [N:5]1[C:6]2[NH:7][C:8]3[C:13]([C:14]=2[C:2]([C:32]2[CH:33]=[C:28]([N:25]4[CH2:24][CH2:23][N:22]([C:20]([O:19][C:15]([CH3:18])([CH3:17])[CH3:16])=[O:21])[CH2:27][CH2:26]4)[CH:29]=[CH:30][CH:31]=2)=[CH:3][CH:4]=1)=[CH:12][CH:11]=[CH:10][CH:9]=3, predict the reactants needed to synthesize it. The reactants are: Br[C:2]1[C:14]2[C:13]3[C:8](=[CH:9][CH:10]=[CH:11][CH:12]=3)[NH:7][C:6]=2[N:5]=[CH:4][CH:3]=1.[C:15]([O:19][C:20]([N:22]1[CH2:27][CH2:26][N:25]([C:28]2[CH:29]=[C:30](B(O)O)[CH:31]=[CH:32][CH:33]=2)[CH2:24][CH2:23]1)=[O:21])([CH3:18])([CH3:17])[CH3:16]. (4) Given the product [CH:11]([C:14]1[CH:20]=[CH:19][C:17]([NH:18][C:6]([C:5]2[CH:4]=[N:3][C:2]([Cl:1])=[CH:10][CH:9]=2)=[O:8])=[CH:16][CH:15]=1)([CH3:13])[CH3:12], predict the reactants needed to synthesize it. The reactants are: [Cl:1][C:2]1[CH:10]=[CH:9][C:5]([C:6]([OH:8])=O)=[CH:4][N:3]=1.[CH:11]([C:14]1[CH:20]=[CH:19][C:17]([NH2:18])=[CH:16][CH:15]=1)([CH3:13])[CH3:12].O.ON1C2C=CC=CC=2N=N1.Cl.C(N=C=NCCCN(C)C)C. (5) Given the product [Cl:11][CH2:12][C:13]1[CH:18]=[CH:17][N:16]=[C:15]([N:19]([CH3:2])[C:22]([NH:21][CH3:20])=[O:23])[CH:14]=1, predict the reactants needed to synthesize it. The reactants are: Cl[CH2:2]C1C=CN=C(NC)C=1.[Cl:11][CH2:12][C:13]1[CH:18]=[CH:17][N:16]=[C:15]([NH2:19])[CH:14]=1.[CH3:20][N:21]=[C:22]=[O:23].C(N=C=O)C. (6) Given the product [I-:41].[C:1]([C:3]1[CH:8]=[CH:7][C:6]([N:9]2[C:13]([C:14]3[N:19]=[C:18]([C:20]([NH:22][CH2:23][CH2:24][CH2:25][N+:26]([CH3:42])([CH3:27])[CH3:28])=[O:21])[C:17](=[O:29])[N:16]([C:30]4[CH:35]=[CH:34][CH:33]=[C:32]([C:36]([F:39])([F:37])[F:38])[CH:31]=4)[C:15]=3[CH3:40])=[CH:12][CH:11]=[N:10]2)=[CH:5][CH:4]=1)#[N:2], predict the reactants needed to synthesize it. The reactants are: [C:1]([C:3]1[CH:8]=[CH:7][C:6]([N:9]2[C:13]([C:14]3[N:19]=[C:18]([C:20]([NH:22][CH2:23][CH2:24][CH2:25][N:26]([CH3:28])[CH3:27])=[O:21])[C:17](=[O:29])[N:16]([C:30]4[CH:35]=[CH:34][CH:33]=[C:32]([C:36]([F:39])([F:38])[F:37])[CH:31]=4)[C:15]=3[CH3:40])=[CH:12][CH:11]=[N:10]2)=[CH:5][CH:4]=1)#[N:2].[I:41][CH3:42]. (7) Given the product [NH2:1][C:2]1[C:11]([I:14])=[CH:10][C:5]([C:6]([O:8][CH3:9])=[O:7])=[C:4]([O:12][CH3:13])[CH:3]=1, predict the reactants needed to synthesize it. The reactants are: [NH2:1][C:2]1[CH:11]=[CH:10][C:5]([C:6]([O:8][CH3:9])=[O:7])=[C:4]([O:12][CH3:13])[CH:3]=1.[I:14]Cl.